Dataset: Reaction yield outcomes from USPTO patents with 853,638 reactions. Task: Predict the reaction yield, written as a fraction of the theoretical maximum amount of product (1.0 means a 100% yield; for example, 0.34 means a 34% yield). (1) The product is [CH:2]([C:3]1([C:5]2[CH:10]=[CH:9][CH:8]=[CH:7][CH:6]=2)[NH:24][C:21](=[O:23])[NH:13][C:15]1=[O:18])([CH3:11])[CH3:1]. The reactants are [CH3:1][CH:2]([CH3:11])[C:3]([C:5]1[CH:10]=[CH:9][CH:8]=[CH:7][CH:6]=1)=O.[C-]#[N:13].[K+].[C:15](=[O:18])([O-])[O-].[NH4+].[NH4+].[C:21]([NH2:24])(=[O:23])C.Cl. The yield is 0.980. The catalyst is O. (2) The reactants are F.F.F.C(N(CC)CC)C.[Si]([O:28][CH2:29][C@H:30]1[O:34][C@@H:33]([N:35]2[CH:42]=[C:41]([CH3:43])[C:39](=[O:40])[NH:38][C:36]2=[O:37])[C@H:32]([O:44][CH2:45][CH2:46][O:47][N:48]([CH3:50])[CH3:49])[C@@H:31]1[OH:51])(C(C)(C)C)(C1C=CC=CC=1)C1C=CC=CC=1.CO. The catalyst is C1COCC1.C(Cl)Cl. The product is [CH3:49][N:48]([CH3:50])[O:47][CH2:46][CH2:45][O:44][C@@H:32]1[C@H:31]([OH:51])[C@@H:30]([CH2:29][OH:28])[O:34][C@H:33]1[N:35]1[CH:42]=[C:41]([CH3:43])[C:39](=[O:40])[NH:38][C:36]1=[O:37]. The yield is 0.925. (3) The yield is 1.00. The product is [C:11]1([C:8]2[N:4]3[CH2:5][CH2:6][NH:7][CH2:2][C:3]3=[N:10][N:9]=2)[CH:12]=[CH:13][CH:14]=[CH:15][CH:16]=1. The catalyst is CCO.[Pd]. The reactants are Cl[C:2]1[C:3]2[N:4]([C:8]([C:11]3[CH:16]=[CH:15][CH:14]=[CH:13][CH:12]=3)=[N:9][N:10]=2)[CH:5]=[CH:6][N:7]=1.[H][H].